Dataset: Full USPTO retrosynthesis dataset with 1.9M reactions from patents (1976-2016). Task: Predict the reactants needed to synthesize the given product. (1) Given the product [F:11][C:10]1[C:3]2[C:2]([NH:25][C:17]3[CH:18]=[C:19]4[C:23](=[CH:24][C:16]=3[O:15][CH:12]([CH3:14])[CH3:13])[NH:22][N:21]=[CH:20]4)=[N:7][CH:6]=[N:5][C:4]=2[NH:8][CH:9]=1, predict the reactants needed to synthesize it. The reactants are: Cl[C:2]1[C:3]2[C:10]([F:11])=[CH:9][NH:8][C:4]=2[N:5]=[CH:6][N:7]=1.[CH:12]([O:15][C:16]1[CH:24]=[C:23]2[C:19]([CH:20]=[N:21][NH:22]2)=[CH:18][C:17]=1[NH2:25])([CH3:14])[CH3:13]. (2) Given the product [Cl:1][C:2]1[CH:3]=[C:4]2[C:8](=[CH:9][CH:10]=1)[N:7]([CH:11]([CH2:15][CH:16]1[CH2:17][CH2:18][CH2:19][CH2:20]1)[C:12]([OH:14])=[O:13])[C:6](=[O:21])[CH2:5]2, predict the reactants needed to synthesize it. The reactants are: [Cl:1][C:2]1[CH:3]=[C:4]2[C:8](=[CH:9][CH:10]=1)[N:7]([CH:11]([CH2:15][CH:16]1[CH2:20][CH2:19][CH2:18][CH2:17]1)[C:12]([OH:14])=[O:13])[C:6](=[O:21])[C:5]2=O.O.NN. (3) The reactants are: S([O-])([O-])(=O)=O.[Na+].[Na+].[Br:8][C:9]1[CH:10]=[C:11]([O:19][CH3:20])[CH:12]=[C:13]2[C:18]=1[CH2:17][NH:16][CH2:15][CH2:14]2. Given the product [Br:8][C:9]1[CH:10]=[C:11]([O:19][CH3:20])[CH:12]=[C:13]2[C:18]=1[CH:17]=[N:16][CH:15]=[CH:14]2, predict the reactants needed to synthesize it. (4) Given the product [CH3:37][O:38][CH2:39][C@@H:40]([NH:42][C:21]([C@@H:20]([NH:19][C:17]([C@@H:12]1[CH2:13][CH2:14][CH2:15][CH2:16][N:11]1[S:8]([C:4]1[CH:5]=[CH:6][CH:7]=[C:2]([F:1])[CH:3]=1)(=[O:10])=[O:9])=[O:18])[CH2:24][C:25]1[CH:30]=[CH:29][C:28]([O:31][CH2:32][CH2:33][CH2:34][O:35][CH3:36])=[CH:27][CH:26]=1)=[O:22])[CH3:41], predict the reactants needed to synthesize it. The reactants are: [F:1][C:2]1[CH:3]=[C:4]([S:8]([N:11]2[CH2:16][CH2:15][CH2:14][CH2:13][C@H:12]2[C:17]([NH:19][C@@H:20]([CH2:24][C:25]2[CH:30]=[CH:29][C:28]([O:31][CH2:32][CH2:33][CH2:34][O:35][CH3:36])=[CH:27][CH:26]=2)[C:21](O)=[O:22])=[O:18])(=[O:10])=[O:9])[CH:5]=[CH:6][CH:7]=1.[CH3:37][O:38][CH2:39][C@@H:40]([NH2:42])[CH3:41].O.ON1C2C=CC=CC=2N=N1.Cl.CN(C)CCCN=C=NCC.